Dataset: Full USPTO retrosynthesis dataset with 1.9M reactions from patents (1976-2016). Task: Predict the reactants needed to synthesize the given product. (1) Given the product [C:40]([OH:43])(=[O:42])[CH3:41].[CH3:1][O:2][C:3]1[C:12]2[O:11][CH2:10][O:9][CH2:8][C:7]=2[CH:6]=[C:5]([CH:13]([NH:26][C:27]2[CH:32]=[CH:31][C:30]([C:33]([NH2:37])=[NH:34])=[CH:29][CH:28]=2)[C:14]2[NH:15][C:16](=[O:25])[N:17]([C:19]3[N:20]=[CH:21][CH:22]=[CH:23][N:24]=3)[N:18]=2)[CH:4]=1, predict the reactants needed to synthesize it. The reactants are: [CH3:1][O:2][C:3]1[C:12]2[O:11][CH2:10][O:9][CH2:8][C:7]=2[CH:6]=[C:5]([CH:13]([NH:26][C:27]2[CH:32]=[CH:31][C:30]([C:33]3[N:37]=C(C)O[N:34]=3)=[CH:29][CH:28]=2)[C:14]2[NH:15][C:16](=[O:25])[N:17]([C:19]3[N:24]=[CH:23][CH:22]=[CH:21][N:20]=3)[N:18]=2)[CH:4]=1.O.[C:40]([OH:43])(=[O:42])[CH3:41].FC(F)(F)C(O)=O.C(C1C=CC(NC(C2C=C(OC)C(OC)=CC=2F)C2NC(=O)N(C3C=CC=CC=3C(O)=O)N=2)=CC=1)(=N)N. (2) Given the product [NH2:8][CH:9]([CH3:20])[CH:10]([C:12]1[CH:17]=[CH:16][C:15]([O:18][CH3:19])=[CH:14][CH:13]=1)[OH:11], predict the reactants needed to synthesize it. The reactants are: C([N:8](CC1C=CC=CC=1)[CH:9]([CH3:20])[C:10]([C:12]1[CH:17]=[CH:16][C:15]([O:18][CH3:19])=[CH:14][CH:13]=1)=[O:11])C1C=CC=CC=1.Cl. (3) Given the product [NH:1]1[CH:5]=[C:4]([C:6]2[CH:22]=[CH:21][C:9]3[C:10]4[N:11]=[C:12]([C:18]([N:23]5[CH2:27][CH2:26][CH2:25][CH2:24]5)=[O:20])[S:13][C:14]=4[CH2:15][CH2:16][O:17][C:8]=3[CH:7]=2)[CH:3]=[N:2]1, predict the reactants needed to synthesize it. The reactants are: [NH:1]1[CH:5]=[C:4]([C:6]2[CH:22]=[CH:21][C:9]3[C:10]4[N:11]=[C:12]([C:18]([OH:20])=O)[S:13][C:14]=4[CH2:15][CH2:16][O:17][C:8]=3[CH:7]=2)[CH:3]=[N:2]1.[NH:23]1[CH2:27][CH2:26][CH2:25][CH2:24]1. (4) Given the product [CH2:1]([O:8][C@@H:9]1[CH2:13][CH2:12][CH2:11][C@H:10]1[N:14]1[C:18]([C:19]2[CH:24]=[CH:23][CH:22]=[CH:21][CH:20]=2)=[C:17]([C:25]([OH:27])=[O:26])[N:16]=[CH:15]1)[C:2]1[CH:7]=[CH:6][CH:5]=[CH:4][CH:3]=1, predict the reactants needed to synthesize it. The reactants are: [CH2:1]([O:8][C@@H:9]1[CH2:13][CH2:12][CH2:11][C@H:10]1[N:14]1[C:18]([C:19]2[CH:24]=[CH:23][CH:22]=[CH:21][CH:20]=2)=[C:17]([C:25]([O:27]C)=[O:26])[N:16]=[CH:15]1)[C:2]1[CH:7]=[CH:6][CH:5]=[CH:4][CH:3]=1.O.[OH-].[Li+].C1COCC1.CO. (5) The reactants are: Br[C:2]1[CH:7]=[CH:6][C:5]([C:8]([N:10]2[CH2:15][CH2:14][N:13]([C:16]3[C:21]([CH3:22])=[CH:20][C:19]([CH:23]4[CH2:25][CH2:24]4)=[CH:18][N:17]=3)[CH2:12][CH2:11]2)=[O:9])=[CH:4][CH:3]=1.[CH2:26]([O:33][CH2:34][N:35]1[C:39](=[O:40])[CH:38]([CH3:41])[NH:37][C:36]1=[O:42])[C:27]1[CH:32]=[CH:31][CH:30]=[CH:29][CH:28]=1. Given the product [CH2:26]([O:33][CH2:34][N:35]1[C:39](=[O:40])[CH:38]([CH3:41])[N:37]([C:2]2[CH:7]=[CH:6][C:5]([C:8]([N:10]3[CH2:15][CH2:14][N:13]([C:16]4[C:21]([CH3:22])=[CH:20][C:19]([CH:23]5[CH2:25][CH2:24]5)=[CH:18][N:17]=4)[CH2:12][CH2:11]3)=[O:9])=[CH:4][CH:3]=2)[C:36]1=[O:42])[C:27]1[CH:32]=[CH:31][CH:30]=[CH:29][CH:28]=1, predict the reactants needed to synthesize it. (6) Given the product [OH:25][C:24]1[N:1]([C:3]2[CH:18]=[CH:17][C:6]([C:7]([NH:9][CH2:10][CH:11]3[CH2:16][CH2:15][O:14][CH2:13][CH2:12]3)=[O:8])=[CH:5][N:4]=2)[N:2]=[CH:22][C:23]=1[N:29]1[CH:30]=[CH:31][C:32](=[O:35])[CH:33]=[CH:34]1, predict the reactants needed to synthesize it. The reactants are: [NH:1]([C:3]1[CH:18]=[CH:17][C:6]([C:7]([NH:9][CH2:10][CH:11]2[CH2:16][CH2:15][O:14][CH2:13][CH2:12]2)=[O:8])=[CH:5][N:4]=1)[NH2:2].Cl.CN(C)[CH:22]=[C:23]([N:29]1[CH:34]=[CH:33][C:32](=[O:35])[CH:31]=[CH:30]1)[C:24](OCC)=[O:25].C(O)(=O)C. (7) Given the product [NH:8]1[CH2:9][CH2:10][CH:11]([NH:14][C:15]2[N:16]=[CH:17][C:18]([O:21][CH2:22][C:23]#[N:24])=[CH:19][N:20]=2)[CH2:12][CH2:13]1, predict the reactants needed to synthesize it. The reactants are: C(OC([N:8]1[CH2:13][CH2:12][CH:11]([NH:14][C:15]2[N:20]=[CH:19][C:18]([O:21][CH2:22][C:23]#[N:24])=[CH:17][N:16]=2)[CH2:10][CH2:9]1)=O)(C)(C)C.FC(F)(F)C(O)=O. (8) Given the product [Br:1][C:2]1[C:7]([O:8][S:18]([C:17]([F:30])([F:29])[F:16])(=[O:20])=[O:19])=[CH:6][CH:5]=[CH:4][N:3]=1, predict the reactants needed to synthesize it. The reactants are: [Br:1][C:2]1[C:7]([OH:8])=[CH:6][CH:5]=[CH:4][N:3]=1.CCN(CC)CC.[F:16][C:17]([F:30])([F:29])[S:18](O[S:18]([C:17]([F:30])([F:29])[F:16])(=[O:20])=[O:19])(=[O:20])=[O:19]. (9) Given the product [CH3:1][C:2]1[CH:7]=[CH:6][C:5]([N:8]2[CH2:9][CH2:10][N:11]([CH2:18][CH2:19][CH3:20])[CH2:12][CH2:13]2)=[CH:4][C:3]=1[N+:14]([O-:16])=[O:15], predict the reactants needed to synthesize it. The reactants are: [CH3:1][C:2]1[CH:7]=[CH:6][C:5]([N:8]2[CH2:13][CH2:12][NH:11][CH2:10][CH2:9]2)=[CH:4][C:3]=1[N+:14]([O-:16])=[O:15].Br[CH2:18][CH2:19][CH3:20].